Dataset: Forward reaction prediction with 1.9M reactions from USPTO patents (1976-2016). Task: Predict the product of the given reaction. (1) The product is: [OH:6][C:7]1[CH:16]=[CH:15][C:14]([S:17]([CH3:20])(=[O:19])=[O:18])=[CH:13][C:8]=1[C:9]([O:11][CH3:12])=[O:10]. Given the reactants B(Br)(Br)Br.C[O:6][C:7]1[CH:16]=[CH:15][C:14]([S:17]([CH3:20])(=[O:19])=[O:18])=[CH:13][C:8]=1[C:9]([O:11][CH3:12])=[O:10], predict the reaction product. (2) The product is: [CH3:1][N:2]1[CH:6]=[C:5]([CH2:7][CH2:8][C:9]2[NH:13][N:12]=[C:11]([NH:14][C:16]3[CH:21]=[CH:20][N:19]=[C:18]([NH:22][CH2:23][C:24]4[O:28][N:27]=[C:26]([CH3:29])[CH:25]=4)[N:17]=3)[CH:10]=2)[N:4]=[CH:3]1. Given the reactants [CH3:1][N:2]1[CH:6]=[C:5]([CH2:7][CH2:8][C:9]2[NH:13][N:12]=[C:11]([NH2:14])[CH:10]=2)[N:4]=[CH:3]1.Cl[C:16]1[CH:21]=[CH:20][N:19]=[C:18]([NH:22][CH2:23][C:24]2[O:28][N:27]=[C:26]([CH3:29])[CH:25]=2)[N:17]=1, predict the reaction product. (3) Given the reactants Cl[C:2]1[N:7]=[CH:6][N:5]=[C:4]([NH:8][C:9]2[CH:14]=[CH:13][C:12]([N:15]3[CH2:20][CH2:19][O:18][CH2:17][CH2:16]3)=[CH:11][CH:10]=2)[N:3]=1.[O:21]1[CH2:26][CH2:25][CH:24]([O:27][C:28]2[CH:35]=[CH:34][C:33](B3OC(C)(C)C(C)(C)O3)=[CH:32][C:29]=2[C:30]#[N:31])[CH2:23][CH2:22]1.C1(P(C2C=CC=CC=2)C2C=CC=CC=2)C=CC=CC=1.C(=O)([O-])[O-].[Na+].[Na+], predict the reaction product. The product is: [O:18]1[CH2:19][CH2:20][N:15]([C:12]2[CH:13]=[CH:14][C:9]([NH:8][C:4]3[N:5]=[CH:6][N:7]=[C:2]([C:33]4[CH:34]=[CH:35][C:28]([O:27][CH:24]5[CH2:25][CH2:26][O:21][CH2:22][CH2:23]5)=[C:29]([CH:32]=4)[C:30]#[N:31])[N:3]=3)=[CH:10][CH:11]=2)[CH2:16][CH2:17]1. (4) Given the reactants [CH:1](CC(O)=S)([C:8]1[CH:13]=[CH:12][CH:11]=[CH:10][CH:9]=1)[C:2]1[CH:7]=[CH:6][CH:5]=[CH:4][CH:3]=1.O[S:19]([OH:22])(=O)=O.[OH:23]O.[CH:25]([OH:28])([CH3:27])C, predict the reaction product. The product is: [CH:1]([S:19]([CH2:27][C:25]([OH:28])=[O:23])=[O:22])([C:2]1[CH:3]=[CH:4][CH:5]=[CH:6][CH:7]=1)[C:8]1[CH:9]=[CH:10][CH:11]=[CH:12][CH:13]=1. (5) The product is: [CH3:24][C:10]1[N:9]([CH2:8][C:4]2[CH:3]=[C:2]([C:31]3[CH:30]=[CH:29][CH:28]=[C:27]([C:26]([F:37])([F:36])[F:25])[CH:32]=3)[CH:7]=[CH:6][CH:5]=2)[C:17]2[C:12]([CH:11]=1)=[C:13]([C:20]([F:23])([F:22])[F:21])[C:14]([C:18]#[N:19])=[CH:15][CH:16]=2. Given the reactants Br[C:2]1[CH:3]=[C:4]([CH2:8][N:9]2[C:17]3[C:12](=[C:13]([C:20]([F:23])([F:22])[F:21])[C:14]([C:18]#[N:19])=[CH:15][CH:16]=3)[CH:11]=[C:10]2[CH3:24])[CH:5]=[CH:6][CH:7]=1.[F:25][C:26]([F:37])([F:36])[C:27]1[CH:28]=[C:29](B(O)O)[CH:30]=[CH:31][CH:32]=1, predict the reaction product. (6) Given the reactants [CH3:1][C:2]12[CH2:15][N:3]1[C:4]1[CH:11]=[C:10]([N+:12]([O-])=O)[CH:9]=[CH:8][C:5]=1[O:6][CH2:7]2.O, predict the reaction product. The product is: [CH3:1][C:2]1([CH3:15])[CH2:7][O:6][C:5]2[CH:8]=[CH:9][C:10]([NH2:12])=[CH:11][C:4]=2[NH:3]1. (7) Given the reactants C(=O)(O)[O-].[Na+].Br[CH2:7][CH2:8][CH2:9][CH2:10]Br.[NH2:12][C:13]1[CH:38]=[CH:37][C:16]([CH2:17][N:18]2[C:26]3[C:21](=[CH:22][C:23]([Cl:27])=[CH:24][CH:25]=3)[C:20]([C:29]3[CH:34]=[CH:33][CH:32]=[CH:31][C:30]=3[Cl:35])([CH3:28])[C:19]2=[O:36])=[C:15]([O:39][CH3:40])[CH:14]=1.Cl, predict the reaction product. The product is: [Cl:27][C:23]1[CH:22]=[C:21]2[C:26](=[CH:25][CH:24]=1)[N:18]([CH2:17][C:16]1[CH:37]=[CH:38][C:13]([N:12]3[CH2:10][CH2:9][CH2:8][CH2:7]3)=[CH:14][C:15]=1[O:39][CH3:40])[C:19](=[O:36])[C:20]2([C:29]1[CH:34]=[CH:33][CH:32]=[CH:31][C:30]=1[Cl:35])[CH3:28]. (8) Given the reactants Cl[CH:2]([CH3:30])[CH2:3][O:4][C:5]1[CH:10]=[CH:9][C:8]([N:11]2[C:15]3[CH:16]=[CH:17][C:18]([C:20]([NH:22][CH2:23][C:24]4[CH:25]=[N:26][CH:27]=[CH:28][CH:29]=4)=[O:21])=[CH:19][C:14]=3[N:13]=[CH:12]2)=[CH:7][CH:6]=1.[F:31][C:32]([F:42])([F:41])[O:33][C:34]1[CH:35]=[C:36]([OH:40])[CH:37]=[CH:38][CH:39]=1.C(=O)([O-])[O-].[K+].[K+].CN(C=O)C, predict the reaction product. The product is: [N:26]1[CH:27]=[CH:28][CH:29]=[C:24]([CH2:23][NH:22][C:20]([C:18]2[CH:17]=[CH:16][C:15]3[N:11]([C:8]4[CH:9]=[CH:10][C:5]([O:4][CH2:3][CH2:2][CH2:30][O:40][C:36]5[CH:37]=[CH:38][CH:39]=[C:34]([O:33][C:32]([F:31])([F:41])[F:42])[CH:35]=5)=[CH:6][CH:7]=4)[CH:12]=[N:13][C:14]=3[CH:19]=2)=[O:21])[CH:25]=1. (9) The product is: [F:36][C:2]1([F:1])[O:6][C:5]2[CH:7]=[CH:8][C:9]([C:11]3([C:14]([NH:16][C:17]4[N:22]=[C:21]([C:23]5[CH:24]=[CH:25][C:26](=[O:34])[N:27]([CH2:29][C:30]([OH:32])=[O:31])[CH:28]=5)[C:20]([CH3:35])=[CH:19][CH:18]=4)=[O:15])[CH2:13][CH2:12]3)=[CH:10][C:4]=2[O:3]1. Given the reactants [F:1][C:2]1([F:36])[O:6][C:5]2[CH:7]=[CH:8][C:9]([C:11]3([C:14]([NH:16][C:17]4[N:22]=[C:21]([C:23]5[CH:24]=[CH:25][C:26](=[O:34])[N:27]([CH2:29][C:30]([O:32]C)=[O:31])[CH:28]=5)[C:20]([CH3:35])=[CH:19][CH:18]=4)=[O:15])[CH2:13][CH2:12]3)=[CH:10][C:4]=2[O:3]1.[OH-].[Li+], predict the reaction product. (10) Given the reactants Br[C:2]1[N:6]2[CH2:7][CH2:8][N:9]([C:11]([C:13]3[CH:18]=[CH:17][CH:16]=[C:15]([C:19]([F:22])([F:21])[F:20])[C:14]=3[Cl:23])=[O:12])[CH2:10][C:5]2=[N:4][CH:3]=1.[F:24][C:25]1[CH:26]=[CH:27][C:28](B2OC(C)(C)C(C)(C)O2)=[N:29][CH:30]=1.C(=O)([O-])[O-].[Cs+].[Cs+], predict the reaction product. The product is: [Cl:23][C:14]1[C:15]([C:19]([F:22])([F:21])[F:20])=[CH:16][CH:17]=[CH:18][C:13]=1[C:11]([N:9]1[CH2:8][CH2:7][N:6]2[C:2]([C:28]3[CH:27]=[CH:26][C:25]([F:24])=[CH:30][N:29]=3)=[CH:3][N:4]=[C:5]2[CH2:10]1)=[O:12].